From a dataset of Reaction yield outcomes from USPTO patents with 853,638 reactions. Predict the reaction yield, written as a fraction of the theoretical maximum amount of product (1.0 means a 100% yield; for example, 0.34 means a 34% yield). The reactants are [CH3:1][C:2]([CH3:52])([CH2:10][C:11]([O:13][C@H:14]1[CH2:31][CH2:30][C@@:29]2([CH3:32])[C@@H:16]([CH2:17][CH2:18][C@:19]3([CH3:49])[C@@H:28]2[CH2:27][CH2:26][C@H:25]2[C@@:20]3([CH3:48])[CH2:21][CH2:22][C@@:23]3(/[CH:40]=[CH:41]/[C:42]([NH:44][CH2:45][CH2:46][OH:47])=[O:43])[CH2:35][C:34](=[O:36])[C:33]([CH:37]([CH3:39])[CH3:38])=[C:24]32)[C:15]1([CH3:51])[CH3:50])=[O:12])[C:3]([O:5]C(C)(C)C)=[O:4].C(O)(C(F)(F)F)=O. The catalyst is C(Cl)Cl. The product is [OH:47][CH2:46][CH2:45][NH:44][C:42](=[O:43])/[CH:41]=[CH:40]/[C@:23]12[CH2:35][C:34](=[O:36])[C:33]([CH:37]([CH3:38])[CH3:39])=[C:24]1[C@@H:25]1[C@@:20]([CH3:48])([CH2:21][CH2:22]2)[C@@:19]2([CH3:49])[C@@H:28]([C@:29]3([CH3:32])[C@@H:16]([CH2:17][CH2:18]2)[C:15]([CH3:50])([CH3:51])[C@@H:14]([O:13][C:11](=[O:12])[CH2:10][C:2]([CH3:1])([CH3:52])[C:3]([OH:5])=[O:4])[CH2:31][CH2:30]3)[CH2:27][CH2:26]1. The yield is 0.630.